This data is from HIV replication inhibition screening data with 41,000+ compounds from the AIDS Antiviral Screen. The task is: Binary Classification. Given a drug SMILES string, predict its activity (active/inactive) in a high-throughput screening assay against a specified biological target. The compound is CC(CCC(C)C(=O)O)C(=O)O. The result is 0 (inactive).